Dataset: Forward reaction prediction with 1.9M reactions from USPTO patents (1976-2016). Task: Predict the product of the given reaction. (1) The product is: [NH:18]1[C:19]2[C:24](=[CH:23][CH:22]=[CH:21][CH:20]=2)[C:2](=[O:1])[CH:3]=[CH:4]1. Given the reactants [O:1]1C2C=CC=C[C:4]=2[CH:3]=[C:2]1C(C=O)C(OCC)=O.[NH2:18][C:19]1[CH:24]=[CH:23][CH:22]=[CH:21][CH:20]=1.C(O)(=O)C, predict the reaction product. (2) Given the reactants [CH2:1]([N:8]1[C:16]2[C:11](=[CH:12][C:13]([C:17]3[CH:22]=[CH:21][C:20]([O:23][C:24]([F:27])([F:26])[F:25])=[CH:19][CH:18]=3)=[CH:14][CH:15]=2)[C:10]([C:28](=[O:40])[C:29]([NH:31][CH2:32][C:33]([O:35]C(C)(C)C)=[O:34])=[O:30])=[CH:9]1)[C:2]1[CH:7]=[CH:6][CH:5]=[CH:4][CH:3]=1.FC(F)(F)C(O)=O, predict the reaction product. The product is: [CH2:1]([N:8]1[C:16]2[C:11](=[CH:12][C:13]([C:17]3[CH:18]=[CH:19][C:20]([O:23][C:24]([F:25])([F:26])[F:27])=[CH:21][CH:22]=3)=[CH:14][CH:15]=2)[C:10]([C:28](=[O:40])[C:29]([NH:31][CH2:32][C:33]([OH:35])=[O:34])=[O:30])=[CH:9]1)[C:2]1[CH:3]=[CH:4][CH:5]=[CH:6][CH:7]=1. (3) Given the reactants [NH:1]([C:18]([O:20][CH2:21][CH:22]1[C:34]2[C:29](=[CH:30][CH:31]=[CH:32][CH:33]=2)[C:28]2[C:23]1=[CH:24][CH:25]=[CH:26][CH:27]=2)=[O:19])[C@H:2]([C:15]([OH:17])=[O:16])[CH2:3][CH2:4][CH2:5][CH2:6][NH:7][C:8]([O:10][C:11]([CH3:14])([CH3:13])[CH3:12])=[O:9].[CH2:35](O)[C:36]1[CH:41]=[CH:40][CH:39]=[CH:38][CH:37]=1.C1CCC(N=C=NC2CCCCC2)CC1, predict the reaction product. The product is: [CH2:35]([N:1]([C:18]([O:20][CH2:21][CH:22]1[C:23]2[CH:24]=[CH:25][CH:26]=[CH:27][C:28]=2[C:29]2[C:34]1=[CH:33][CH:32]=[CH:31][CH:30]=2)=[O:19])[C@H:2]([C:15]([OH:17])=[O:16])[CH2:3][CH2:4][CH2:5][CH2:6][NH:7][C:8]([O:10][C:11]([CH3:13])([CH3:12])[CH3:14])=[O:9])[C:36]1[CH:41]=[CH:40][CH:39]=[CH:38][CH:37]=1. (4) Given the reactants [S:1]1[CH:5]=[CH:4][CH:3]=[C:2]1[CH2:6][NH:7][C:8]([C:10]1[CH:25]=[C:13]2[CH:14]=[C:15]([C:19]3[CH:24]=[CH:23][CH:22]=[CH:21][CH:20]=3)[CH:16]=[C:17](Br)[N:12]2[N:11]=1)=[O:9].[O:26]1[CH:30]=[CH:29][CH:28]=[C:27]1B(O)O.O1CCOCC1, predict the reaction product. The product is: [S:1]1[CH:5]=[CH:4][CH:3]=[C:2]1[CH2:6][NH:7][C:8]([C:10]1[CH:25]=[C:13]2[CH:14]=[C:15]([C:19]3[CH:24]=[CH:23][CH:22]=[CH:21][CH:20]=3)[CH:16]=[C:17]([C:27]3[O:26][CH:30]=[CH:29][CH:28]=3)[N:12]2[N:11]=1)=[O:9].